The task is: Predict the product of the given reaction.. This data is from Forward reaction prediction with 1.9M reactions from USPTO patents (1976-2016). (1) Given the reactants [Cl:1][C:2]1[CH:3]=[C:4]([CH:6]=[CH:7][C:8]=1[O:9][C:10]1[C:19]2[C:14](=[C:15]([F:20])[CH:16]=[CH:17][CH:18]=2)[N:13]=[CH:12][CH:11]=1)[NH2:5].C([O:29][CH2:30][CH2:31][N:32]1[C:40]2[C:39](Cl)=[N:38][CH:37]=[N:36][C:35]=2[CH:34]=[CH:33]1)(=O)C1C=CC=CC=1.Cl.N1C=CC=CC=1, predict the reaction product. The product is: [Cl:1][C:2]1[CH:3]=[C:4]([NH:5][C:39]2[C:40]3[N:32]([CH2:31][CH2:30][OH:29])[CH:33]=[CH:34][C:35]=3[N:36]=[CH:37][N:38]=2)[CH:6]=[CH:7][C:8]=1[O:9][C:10]1[C:19]2[C:14](=[C:15]([F:20])[CH:16]=[CH:17][CH:18]=2)[N:13]=[CH:12][CH:11]=1. (2) The product is: [N:22]1([C:2]2[CH:3]=[CH:4][C:5]3[N:6]([C:8]([CH2:11][C:12]4[CH:13]=[C:14]5[C:19](=[CH:20][CH:21]=4)[N:18]=[CH:17][CH:16]=[CH:15]5)=[N:9][N:10]=3)[N:7]=2)[CH:26]=[CH:25][N:24]=[CH:23]1. Given the reactants Cl[C:2]1[CH:3]=[CH:4][C:5]2[N:6]([C:8]([CH2:11][C:12]3[CH:13]=[C:14]4[C:19](=[CH:20][CH:21]=3)[N:18]=[CH:17][CH:16]=[CH:15]4)=[N:9][N:10]=2)[N:7]=1.[NH:22]1[CH:26]=[CH:25][N:24]=[CH:23]1.C(=O)([O-])[O-].[K+].[K+].Cl, predict the reaction product.